From a dataset of NCI-60 drug combinations with 297,098 pairs across 59 cell lines. Regression. Given two drug SMILES strings and cell line genomic features, predict the synergy score measuring deviation from expected non-interaction effect. (1) Drug 1: CC(C)(C#N)C1=CC(=CC(=C1)CN2C=NC=N2)C(C)(C)C#N. Synergy scores: CSS=-4.69, Synergy_ZIP=2.22, Synergy_Bliss=-1.64, Synergy_Loewe=-7.07, Synergy_HSA=-7.05. Cell line: RXF 393. Drug 2: COC1=NC(=NC2=C1N=CN2C3C(C(C(O3)CO)O)O)N. (2) Drug 1: CCCCC(=O)OCC(=O)C1(CC(C2=C(C1)C(=C3C(=C2O)C(=O)C4=C(C3=O)C=CC=C4OC)O)OC5CC(C(C(O5)C)O)NC(=O)C(F)(F)F)O. Drug 2: C#CCC(CC1=CN=C2C(=N1)C(=NC(=N2)N)N)C3=CC=C(C=C3)C(=O)NC(CCC(=O)O)C(=O)O. Cell line: SW-620. Synergy scores: CSS=19.0, Synergy_ZIP=-3.56, Synergy_Bliss=-5.61, Synergy_Loewe=-8.83, Synergy_HSA=-7.99. (3) Drug 1: CC1=CC=C(C=C1)C2=CC(=NN2C3=CC=C(C=C3)S(=O)(=O)N)C(F)(F)F. Drug 2: C1=NC2=C(N=C(N=C2N1C3C(C(C(O3)CO)O)F)Cl)N. Cell line: OVCAR-4. Synergy scores: CSS=-2.92, Synergy_ZIP=1.37, Synergy_Bliss=1.36, Synergy_Loewe=-4.89, Synergy_HSA=-3.48. (4) Drug 1: CC1C(C(CC(O1)OC2CC(CC3=C2C(=C4C(=C3O)C(=O)C5=C(C4=O)C(=CC=C5)OC)O)(C(=O)C)O)N)O.Cl. Drug 2: C1C(C(OC1N2C=NC3=C(N=C(N=C32)Cl)N)CO)O. Cell line: SF-539. Synergy scores: CSS=20.8, Synergy_ZIP=2.30, Synergy_Bliss=6.45, Synergy_Loewe=0.361, Synergy_HSA=6.35. (5) Synergy scores: CSS=43.6, Synergy_ZIP=3.16, Synergy_Bliss=6.65, Synergy_Loewe=-6.57, Synergy_HSA=3.57. Drug 1: CNC(=O)C1=CC=CC=C1SC2=CC3=C(C=C2)C(=NN3)C=CC4=CC=CC=N4. Drug 2: CCC1(CC2CC(C3=C(CCN(C2)C1)C4=CC=CC=C4N3)(C5=C(C=C6C(=C5)C78CCN9C7C(C=CC9)(C(C(C8N6C=O)(C(=O)OC)O)OC(=O)C)CC)OC)C(=O)OC)O.OS(=O)(=O)O. Cell line: COLO 205. (6) Drug 1: CCC1(CC2CC(C3=C(CCN(C2)C1)C4=CC=CC=C4N3)(C5=C(C=C6C(=C5)C78CCN9C7C(C=CC9)(C(C(C8N6C)(C(=O)OC)O)OC(=O)C)CC)OC)C(=O)OC)O.OS(=O)(=O)O. Drug 2: CC(C)CN1C=NC2=C1C3=CC=CC=C3N=C2N. Cell line: M14. Synergy scores: CSS=-1.12, Synergy_ZIP=4.37, Synergy_Bliss=6.64, Synergy_Loewe=1.01, Synergy_HSA=-0.0519. (7) Drug 1: C1=CC(=C2C(=C1NCCNCCO)C(=O)C3=C(C=CC(=C3C2=O)O)O)NCCNCCO. Drug 2: CC1C(C(=O)NC(C(=O)N2CCCC2C(=O)N(CC(=O)N(C(C(=O)O1)C(C)C)C)C)C(C)C)NC(=O)C3=C4C(=C(C=C3)C)OC5=C(C(=O)C(=C(C5=N4)C(=O)NC6C(OC(=O)C(N(C(=O)CN(C(=O)C7CCCN7C(=O)C(NC6=O)C(C)C)C)C)C(C)C)C)N)C. Cell line: OVCAR-5. Synergy scores: CSS=16.4, Synergy_ZIP=2.01, Synergy_Bliss=5.64, Synergy_Loewe=4.50, Synergy_HSA=5.11.